This data is from Forward reaction prediction with 1.9M reactions from USPTO patents (1976-2016). The task is: Predict the product of the given reaction. Given the reactants [CH:1]1[C:13]2[CH:12]([CH2:14][O:15][C:16]([N:18]3[CH2:23][C@@H:22]([NH:24][C:25](OC(C)(C)C)=[O:26])[CH2:21][C@@H:20]([C:32]([OH:34])=O)[CH2:19]3)=[O:17])[C:11]3[C:6](=[CH:7][CH:8]=[CH:9][CH:10]=3)[C:5]=2[CH:4]=[CH:3][CH:2]=1.ClC(O[CH2:39][CH:40]([CH3:42])[CH3:41])=O.CCN([CH2:48][CH3:49])CC.[CH:50]1([NH:53][C:54]2[CH:55]=[CH:56][C:57]3[O:62][C:61]([CH3:64])([CH3:63])[C:60](=[O:65])[N:59]([CH2:66][CH2:67][CH2:68][O:69][CH3:70])[C:58]=3[CH:71]=2)[CH2:52][CH2:51]1.[Mg+2].[Br-].[Br-].O(CC)[CH2:76]C, predict the reaction product. The product is: [CH:6]1[C:11]2[CH:12]([CH2:14][O:15][C:16]([N:18]3[CH2:23][C@@H:22]([NH:24][C:25](=[O:26])[CH2:42][C:40]4[CH:39]=[CH:49][CH:48]=[CH:76][CH:41]=4)[CH2:21][C@@H:20]([C:32](=[O:34])[N:53]([CH:50]4[CH2:51][CH2:52]4)[C:54]4[CH:55]=[CH:56][C:57]5[O:62][C:61]([CH3:64])([CH3:63])[C:60](=[O:65])[N:59]([CH2:66][CH2:67][CH2:68][O:69][CH3:70])[C:58]=5[CH:71]=4)[CH2:19]3)=[O:17])[C:13]3[C:1](=[CH:2][CH:3]=[CH:4][CH:5]=3)[C:10]=2[CH:9]=[CH:8][CH:7]=1.